Regression. Given a peptide amino acid sequence and an MHC pseudo amino acid sequence, predict their binding affinity value. This is MHC class II binding data. From a dataset of Peptide-MHC class II binding affinity with 134,281 pairs from IEDB. (1) The peptide sequence is VPKKKKDKDIPQSSE. The MHC is DRB5_0101 with pseudo-sequence DRB5_0101. The binding affinity (normalized) is 0.180. (2) The peptide sequence is PIEHIASMRRNYFTA. The MHC is DRB1_0802 with pseudo-sequence DRB1_0802. The binding affinity (normalized) is 0.340. (3) The peptide sequence is STVLGFAALAAAAAF. The MHC is HLA-DPA10103-DPB10401 with pseudo-sequence HLA-DPA10103-DPB10401. The binding affinity (normalized) is 0.243.